This data is from Forward reaction prediction with 1.9M reactions from USPTO patents (1976-2016). The task is: Predict the product of the given reaction. (1) Given the reactants Cl[C:2]1[CH:7]=[C:6]([CH:8]=[O:9])[CH:5]=[C:4]([CH3:10])[N:3]=1.C([NH:15][C:16](=[O:18])[O-:17])(C)(C)C.C(=O)([O-])[O-].[Cs+].[Cs+].[CH3:25][C:26]1(C)[C:52]2C(=C(P(C3C=CC=CC=3)C3C=CC=CC=3)C=CC=2)OC2C(P(C3C=CC=CC=3)C3C=CC=CC=3)=CC=C[C:27]1=2, predict the reaction product. The product is: [CH:8]([C:6]1[CH:5]=[C:4]([CH3:10])[N:3]=[C:2]([NH:15][C:16](=[O:18])[O:17][C:26]([CH3:52])([CH3:27])[CH3:25])[CH:7]=1)=[O:9]. (2) Given the reactants [Si](OCCC1N=CN(C(C2C=CC=CC=2)(C2C=CC=CC=2)C2C=CC=CC=2)C=1)(C(C)(C)C)(C)C.BrC[C:37]1[CH:44]=[CH:43][C:40]([C:41]#[N:42])=[CH:39][C:38]=1[Cl:45].CO.N(CC)CC, predict the reaction product. The product is: [Cl:45][C:38]1[CH:39]=[C:40]([CH:43]=[CH:44][CH:37]=1)[C:41]#[N:42].